This data is from Forward reaction prediction with 1.9M reactions from USPTO patents (1976-2016). The task is: Predict the product of the given reaction. Given the reactants [NH:1]1[CH2:6][CH2:5][CH2:4][C@@H:3]([NH:7][C:8]2[C:9]3[CH:16]=[CH:15][NH:14][C:10]=3[N:11]=[CH:12][N:13]=2)[CH2:2]1.N1C2NC=CC=2C(N[C@@H]2CCCN(C(OC(C)(C)C)=O)C2)=NC=1.[ClH:40], predict the reaction product. The product is: [ClH:40].[NH:1]1[CH2:6][CH2:5][CH2:4][C@@H:3]([NH:7][C:8]2[C:9]3[CH:16]=[CH:15][NH:14][C:10]=3[N:11]=[CH:12][N:13]=2)[CH2:2]1.